This data is from Reaction yield outcomes from USPTO patents with 853,638 reactions. The task is: Predict the reaction yield, written as a fraction of the theoretical maximum amount of product (1.0 means a 100% yield; for example, 0.34 means a 34% yield). (1) The reactants are NC1[CH:31]=[CH:30][C:5]([CH2:6][N:7]2[C:12](=[O:13])[CH:11]=[C:10]([C:14]3[CH:19]=[CH:18][C:17]([O:20][CH3:21])=[CH:16][CH:15]=3)[C:9]([C:22]3[CH:27]=[CH:26][C:25]([O:28][CH3:29])=[CH:24][CH:23]=3)=[N:8]2)=[CH:4][CH:3]=1.C(=O)([O-])O.[Na+].S(OC)(OC)(=O)=O.CC(C)=O.[CH3:48][N:49]([CH3:52])[CH:50]=O. The catalyst is CC(C)=O. The product is [CH3:21][O:20][C:17]1[CH:18]=[CH:19][C:14]([C:10]2[C:9]([C:22]3[CH:23]=[CH:24][C:25]([O:28][CH3:29])=[CH:26][CH:27]=3)=[N:8][N:7]([CH2:6][C:5]3[CH:30]=[CH:31][C:50]([N:49]([CH3:52])[CH3:48])=[CH:3][CH:4]=3)[C:12](=[O:13])[CH:11]=2)=[CH:15][CH:16]=1. The yield is 0.308. (2) The reactants are Br[C:2]1[CH:3]=[C:4]([S:8]([N:11]2[CH2:16][CH2:15][N:14]([C:17]3[CH:22]=[CH:21][C:20]([F:23])=[CH:19][C:18]=3[C:24]([F:27])([F:26])[F:25])[CH2:13][C@H:12]2[CH3:28])(=[O:10])=[O:9])[CH:5]=[CH:6][CH:7]=1.C[C:30]([O-])([CH3:32])C.[Na+]. The catalyst is C1C=CC(/C=C/C(/C=C/C2C=CC=CC=2)=O)=CC=1.C1C=CC(/C=C/C(/C=C/C2C=CC=CC=2)=O)=CC=1.C1C=CC(/C=C/C(/C=C/C2C=CC=CC=2)=O)=CC=1.[Pd].[Pd]. The product is [F:23][C:20]1[CH:21]=[CH:22][C:17]([N:14]2[CH2:15][CH2:16][N:11]([S:8]([C:4]3[CH:5]=[CH:6][CH:7]=[C:2]([N:14]4[CH2:32][CH2:30][N:11]([CH3:16])[CH2:12][CH2:13]4)[CH:3]=3)(=[O:10])=[O:9])[C@H:12]([CH3:28])[CH2:13]2)=[C:18]([C:24]([F:27])([F:26])[F:25])[CH:19]=1. The yield is 0.780. (3) The reactants are Cl[C:2]1[CH:3]=[C:4]([C:9]2[N:13]3[CH:14]=[CH:15][C:16]([C:19]([OH:22])([CH3:21])[CH3:20])=[C:17]([F:18])[C:12]3=[N:11][CH:10]=2)[CH:5]=[CH:6][C:7]=1[F:8].[F:23][C:24]1[CH:29]=[C:28]([O:30][CH3:31])[CH:27]=[CH:26][C:25]=1B1OC(C)(C)C(C)(C)O1. No catalyst specified. The product is [F:8][C:7]1[CH:6]=[CH:5][C:4]([C:9]2[N:13]3[CH:14]=[CH:15][C:16]([C:19]([OH:22])([CH3:21])[CH3:20])=[C:17]([F:18])[C:12]3=[N:11][CH:10]=2)=[CH:3][C:2]=1[C:25]1[CH:26]=[CH:27][C:28]([O:30][CH3:31])=[CH:29][C:24]=1[F:23]. The yield is 0.0300. (4) The reactants are C([O:3][CH:4](OCC)[C:5]1[N:9]([CH3:10])[N:8]=[C:7]([CH2:11][CH3:12])[N:6]=1)C.[ClH:16]. No catalyst specified. The product is [OH2:3].[ClH:16].[CH2:11]([C:7]1[N:6]=[C:5]([CH:4]=[O:3])[N:9]([CH3:10])[N:8]=1)[CH3:12]. The yield is 0.590. (5) The reactants are C(OC([N:11]1[CH2:16][CH2:15][CH:14]([O:17][C:18]2[CH:19]=[C:20]3[C:24](=[CH:25][CH:26]=2)[NH:23][N:22]=[C:21]3[S:27]([C:30]2[C:39]3[C:34](=[CH:35][CH:36]=[CH:37][CH:38]=3)[CH:33]=[CH:32][CH:31]=2)(=[O:29])=[O:28])[CH2:13][CH2:12]1)=O)C1C=CC=CC=1.C1(OC)C=CC=CC=1.OS(C(F)(F)F)(=O)=O.[OH-].[Na+]. The catalyst is C(Cl)Cl. The product is [C:30]1([S:27]([C:21]2[C:20]3[C:24](=[CH:25][CH:26]=[C:18]([O:17][CH:14]4[CH2:15][CH2:16][NH:11][CH2:12][CH2:13]4)[CH:19]=3)[NH:23][N:22]=2)(=[O:28])=[O:29])[C:39]2[C:34](=[CH:35][CH:36]=[CH:37][CH:38]=2)[CH:33]=[CH:32][CH:31]=1. The yield is 0.642.